Dataset: Full USPTO retrosynthesis dataset with 1.9M reactions from patents (1976-2016). Task: Predict the reactants needed to synthesize the given product. (1) Given the product [C:28]([N:1]1[CH2:5][CH2:4][CH2:3][C@H:2]1[CH2:6][N:7]1[C:15]2[C:10](=[CH:11][CH:12]=[CH:13][CH:14]=2)[C:9]2([CH2:19][O:18][C:17]3[CH:20]=[C:21]4[C:25](=[CH:26][C:16]2=3)[CH2:24][CH2:23][O:22]4)[C:8]1=[O:27])(=[O:30])[CH3:29], predict the reactants needed to synthesize it. The reactants are: [NH:1]1[CH2:5][CH2:4][CH2:3][C@H:2]1[CH2:6][N:7]1[C:15]2[C:10](=[CH:11][CH:12]=[CH:13][CH:14]=2)[C:9]2([CH2:19][O:18][C:17]3[CH:20]=[C:21]4[C:25](=[CH:26][C:16]2=3)[CH2:24][CH2:23][O:22]4)[C:8]1=[O:27].[C:28](OC(=O)C)(=[O:30])[CH3:29].C(N(CC)CC)C. (2) Given the product [Cl:11][C:8]1[CH:9]=[CH:10][C:4]2[O:3][C:2]([NH:1][C:19](=[O:20])[O:21][CH2:22][C:23]([Cl:26])([Cl:25])[Cl:24])=[N:6][C:5]=2[CH:7]=1, predict the reactants needed to synthesize it. The reactants are: [NH2:1][C:2]1[O:3][C:4]2[CH:10]=[CH:9][C:8]([Cl:11])=[CH:7][C:5]=2[N:6]=1.N1C=CC=CC=1.Cl[C:19]([O:21][CH2:22][C:23]([Cl:26])([Cl:25])[Cl:24])=[O:20].O. (3) Given the product [F:18][C:19]1[CH:24]=[CH:23][CH:22]=[CH:21][C:20]=1[C:8]1[S:9][C:10]([C:13]([O:15][CH2:16][CH3:17])=[O:14])=[CH:11][N:12]=1, predict the reactants needed to synthesize it. The reactants are: C([O-])([O-])=O.[Na+].[Na+].Br[C:8]1[S:9][C:10]([C:13]([O:15][CH2:16][CH3:17])=[O:14])=[CH:11][N:12]=1.[F:18][C:19]1[CH:24]=[CH:23][CH:22]=[CH:21][C:20]=1B(O)O. (4) Given the product [CH2:1]([C:4]1[N:8]([CH2:9][C:10]2[CH:11]=[CH:12][C:13]([C:16]3[CH:21]=[CH:20][CH:19]=[CH:18][C:17]=3[C:22]3[NH:23][N:24]=[N:25][N:26]=3)=[CH:14][CH:15]=2)[C:7]([CH:46]=[O:47])=[CH:6][CH:5]=1)[CH2:2][CH3:3], predict the reactants needed to synthesize it. The reactants are: [CH2:1]([C:4]1[N:8]([CH2:9][C:10]2[CH:15]=[CH:14][C:13]([C:16]3[CH:21]=[CH:20][CH:19]=[CH:18][C:17]=3[C:22]3[N:26](C(C4C=CC=CC=4)(C4C=CC=CC=4)C4C=CC=CC=4)[N:25]=[N:24][N:23]=3)=[CH:12][CH:11]=2)[C:7]([CH:46]=[O:47])=[CH:6][CH:5]=1)[CH2:2][CH3:3].Cl. (5) Given the product [Cl:1][C:2]1[CH:32]=[C:31]([Cl:33])[CH:30]=[CH:29][C:3]=1[C:4]([NH:6][CH2:7][C:8]1([C:22]2[C:27]([F:28])=[CH:26][CH:25]=[CH:24][N:23]=2)[CH2:9][CH2:10][N:11]([S:14]([C:17]2[N:18]=[N:19][N:20]([CH3:34])[CH:21]=2)(=[O:16])=[O:15])[CH2:12][CH2:13]1)=[O:5], predict the reactants needed to synthesize it. The reactants are: [Cl:1][C:2]1[CH:32]=[C:31]([Cl:33])[CH:30]=[CH:29][C:3]=1[C:4]([NH:6][CH2:7][C:8]1([C:22]2[C:27]([F:28])=[CH:26][CH:25]=[CH:24][N:23]=2)[CH2:13][CH2:12][N:11]([S:14]([C:17]2[N:18]=[N:19][NH:20][CH:21]=2)(=[O:16])=[O:15])[CH2:10][CH2:9]1)=[O:5].[CH3:34]OC(OC)N(C)C. (6) Given the product [C:30]([C:28]1[CH:29]=[C:24]([PH:23][C:13]2[CH:12]=[C:11]([C:7]([CH3:10])([CH3:9])[CH3:8])[C:16]([O:17][CH3:18])=[C:15]([C:19]([CH3:22])([CH3:21])[CH3:20])[CH:14]=2)[CH:25]=[C:26]([C:36]([CH3:39])([CH3:38])[CH3:37])[C:27]=1[O:34][CH3:35])([CH3:31])([CH3:32])[CH3:33].[BH3:5], predict the reactants needed to synthesize it. The reactants are: [Cl-].[Ce+3].[Cl-].[Cl-].[BH4-:5].[Na+].[C:7]([C:11]1[CH:12]=[C:13]([PH:23](=O)[C:24]2[CH:29]=[C:28]([C:30]([CH3:33])([CH3:32])[CH3:31])[C:27]([O:34][CH3:35])=[C:26]([C:36]([CH3:39])([CH3:38])[CH3:37])[CH:25]=2)[CH:14]=[C:15]([C:19]([CH3:22])([CH3:21])[CH3:20])[C:16]=1[O:17][CH3:18])([CH3:10])([CH3:9])[CH3:8].[H-].[Al+3].[Li+].[H-].[H-].[H-].Cl. (7) Given the product [N:1]1([C:8]2[N:13]=[C:12](/[CH:14]=[CH:15]/[C:16]3[N:23]4[C:19]([S:20][CH:21]=[CH:22]4)=[N:18][C:17]=3[C:24]3[CH:29]=[CH:28][CH:27]=[CH:26][CH:25]=3)[CH:11]=[CH:10][N:9]=2)[CH2:6][CH2:5][O:4][CH2:3][CH2:2]1, predict the reactants needed to synthesize it. The reactants are: [NH:1]1[CH2:6][CH2:5][O:4][CH2:3][CH2:2]1.Cl[C:8]1[N:13]=[C:12](/[CH:14]=[CH:15]/[C:16]2[N:23]3[C:19]([S:20][CH:21]=[CH:22]3)=[N:18][C:17]=2[C:24]2[CH:29]=[CH:28][CH:27]=[CH:26][CH:25]=2)[CH:11]=[CH:10][N:9]=1.